From a dataset of NCI-60 drug combinations with 297,098 pairs across 59 cell lines. Regression. Given two drug SMILES strings and cell line genomic features, predict the synergy score measuring deviation from expected non-interaction effect. (1) Drug 1: CC1=C(C=C(C=C1)NC2=NC=CC(=N2)N(C)C3=CC4=NN(C(=C4C=C3)C)C)S(=O)(=O)N.Cl. Drug 2: C1CCC(CC1)NC(=O)N(CCCl)N=O. Cell line: LOX IMVI. Synergy scores: CSS=40.0, Synergy_ZIP=0.166, Synergy_Bliss=0.652, Synergy_Loewe=-0.743, Synergy_HSA=3.13. (2) Drug 1: C(=O)(N)NO. Drug 2: CCCCC(=O)OCC(=O)C1(CC(C2=C(C1)C(=C3C(=C2O)C(=O)C4=C(C3=O)C=CC=C4OC)O)OC5CC(C(C(O5)C)O)NC(=O)C(F)(F)F)O. Cell line: HT29. Synergy scores: CSS=27.8, Synergy_ZIP=3.81, Synergy_Bliss=3.75, Synergy_Loewe=-18.7, Synergy_HSA=1.30. (3) Cell line: CCRF-CEM. Drug 2: C1C(C(OC1N2C=NC(=NC2=O)N)CO)O. Synergy scores: CSS=40.4, Synergy_ZIP=0.541, Synergy_Bliss=1.79, Synergy_Loewe=-8.53, Synergy_HSA=6.10. Drug 1: C1=NNC2=C1C(=O)NC=N2. (4) Drug 1: C1CC(C1)(C(=O)O)C(=O)O.[NH2-].[NH2-].[Pt+2]. Drug 2: CS(=O)(=O)CCNCC1=CC=C(O1)C2=CC3=C(C=C2)N=CN=C3NC4=CC(=C(C=C4)OCC5=CC(=CC=C5)F)Cl. Cell line: NCI-H226. Synergy scores: CSS=-2.06, Synergy_ZIP=-0.116, Synergy_Bliss=-0.932, Synergy_Loewe=-2.53, Synergy_HSA=-2.56. (5) Drug 1: C1CCC(CC1)NC(=O)N(CCCl)N=O. Drug 2: C1CN(P(=O)(OC1)NCCCl)CCCl. Cell line: U251. Synergy scores: CSS=29.6, Synergy_ZIP=-8.48, Synergy_Bliss=-2.25, Synergy_Loewe=-18.6, Synergy_HSA=-1.72. (6) Drug 1: CC12CCC(CC1=CCC3C2CCC4(C3CC=C4C5=CN=CC=C5)C)O. Drug 2: N.N.Cl[Pt+2]Cl. Cell line: NCI-H522. Synergy scores: CSS=6.59, Synergy_ZIP=-0.469, Synergy_Bliss=3.35, Synergy_Loewe=2.83, Synergy_HSA=2.82. (7) Drug 1: C1=NC2=C(N=C(N=C2N1C3C(C(C(O3)CO)O)F)Cl)N. Drug 2: C1CN(CCN1C(=O)CCBr)C(=O)CCBr. Cell line: CCRF-CEM. Synergy scores: CSS=66.4, Synergy_ZIP=-0.406, Synergy_Bliss=0.658, Synergy_Loewe=-4.38, Synergy_HSA=-0.0326. (8) Drug 1: C1=CN(C(=O)N=C1N)C2C(C(C(O2)CO)O)O.Cl. Drug 2: CCCCC(=O)OCC(=O)C1(CC(C2=C(C1)C(=C3C(=C2O)C(=O)C4=C(C3=O)C=CC=C4OC)O)OC5CC(C(C(O5)C)O)NC(=O)C(F)(F)F)O. Cell line: RPMI-8226. Synergy scores: CSS=38.7, Synergy_ZIP=-1.36, Synergy_Bliss=-0.711, Synergy_Loewe=-1.68, Synergy_HSA=0.300.